From a dataset of Reaction yield outcomes from USPTO patents with 853,638 reactions. Predict the reaction yield, written as a fraction of the theoretical maximum amount of product (1.0 means a 100% yield; for example, 0.34 means a 34% yield). (1) The reactants are [Cl:1][CH2:2][CH:3]([C:5]1[CH:10]=[CH:9][CH:8]=[CH:7][CH:6]=1)[OH:4].ClCC(C1C=CC=CC=1)=O.[H+].[B-](F)(F)(F)F. The catalyst is CO.C(O)(C)(C)C. The product is [Cl:1][CH2:2][C@@H:3]([C:5]1[CH:10]=[CH:9][CH:8]=[CH:7][CH:6]=1)[OH:4]. The yield is 1.00. (2) The reactants are [CH2:1]([C:5]1[N:6]=[C:7]([CH3:27])[NH:8][C:9](=[O:26])[C:10]=1[CH2:11][C:12]1[CH:17]=[CH:16][C:15]([C:18]2[C:19]([C:24]#[N:25])=[CH:20][CH:21]=[CH:22][CH:23]=2)=[CH:14][CH:13]=1)[CH2:2][CH2:3][CH3:4].C(=O)([O-])[O-].[K+].[K+].Cl[CH2:35][C:36]1[CH:49]=[CH:48][C:39]([C:40]([N:42]2[CH2:47][CH2:46][O:45][CH2:44][CH2:43]2)=[O:41])=[CH:38][CH:37]=1.CN(C)C=O. The catalyst is C(OCC)(=O)C. The product is [CH2:1]([C:5]1[N:6]=[C:7]([CH3:27])[N:8]([CH2:35][C:36]2[CH:49]=[CH:48][C:39]([C:40]([N:42]3[CH2:47][CH2:46][O:45][CH2:44][CH2:43]3)=[O:41])=[CH:38][CH:37]=2)[C:9](=[O:26])[C:10]=1[CH2:11][C:12]1[CH:17]=[CH:16][C:15]([C:18]2[C:19]([C:24]#[N:25])=[CH:20][CH:21]=[CH:22][CH:23]=2)=[CH:14][CH:13]=1)[CH2:2][CH2:3][CH3:4]. The yield is 0.610. (3) The reactants are [I:1][C:2]1[C:10]2[C:5](=[CH:6][CH:7]=[C:8]([S:11]([CH3:14])(=[O:13])=[O:12])[CH:9]=2)[NH:4][N:3]=1.[CH3:15]C([O-])(C)C.[K+].IC. The catalyst is C1COCC1. The product is [I:1][C:2]1[C:10]2[C:5](=[CH:6][CH:7]=[C:8]([S:11]([CH3:14])(=[O:12])=[O:13])[CH:9]=2)[N:4]([CH3:15])[N:3]=1. The yield is 0.506. (4) The reactants are [OH:1][C@H:2]([CH2:28][OH:29])[CH2:3][O:4][C:5]1[CH:6]=[CH:7][C:8]2[C:20](=[O:21])[C:19]3[C:18]4[C:13](=[C:14]([OH:24])[C:15]([C:22]#[N:23])=[CH:16][CH:17]=4)[NH:12][C:11]=3[C:10]([CH3:26])([CH3:25])[C:9]=2[CH:27]=1.[CH3:30][Si](C=[N+]=[N-])(C)C.C(N(C(C)C)CC)(C)C. The catalyst is CO.C(Cl)(Cl)Cl. The product is [OH:1][C@H:2]([CH2:28][OH:29])[CH2:3][O:4][C:5]1[CH:6]=[CH:7][C:8]2[C:20](=[O:21])[C:19]3[C:18]4[C:13](=[C:14]([O:24][CH3:30])[C:15]([C:22]#[N:23])=[CH:16][CH:17]=4)[NH:12][C:11]=3[C:10]([CH3:26])([CH3:25])[C:9]=2[CH:27]=1. The yield is 0.620. (5) The reactants are [CH3:1][N:2](C)[CH2:3][CH2:4][N:5]1[CH2:10][CH2:9][S:8][C:7]2[CH:11]=[C:12]([N+:15]([O-:17])=[O:16])[CH:13]=[CH:14][C:6]1=2.ClC(OC(Cl)=O)C.C(Cl)Cl. The catalyst is C(Cl)CCl. The product is [CH3:1][NH:2][CH2:3][CH2:4][N:5]1[CH2:10][CH2:9][S:8][C:7]2[CH:11]=[C:12]([N+:15]([O-:17])=[O:16])[CH:13]=[CH:14][C:6]1=2. The yield is 0.627.